From a dataset of Full USPTO retrosynthesis dataset with 1.9M reactions from patents (1976-2016). Predict the reactants needed to synthesize the given product. (1) Given the product [NH2:5][C:6]1[C:15]2[N:16]=[C:17]([CH2:26][OH:27])[N:18]([CH2:19][C:20]([CH3:25])([CH3:24])[C:21]([NH2:23])=[O:22])[C:14]=2[C:13]2[CH:12]=[CH:11][CH:10]=[CH:9][C:8]=2[N:7]=1, predict the reactants needed to synthesize it. The reactants are: B(Br)(Br)Br.[NH2:5][C:6]1[C:15]2[N:16]=[C:17]([CH2:26][O:27]CC)[N:18]([CH2:19][C:20]([CH3:25])([CH3:24])[C:21]([NH2:23])=[O:22])[C:14]=2[C:13]2[CH:12]=[CH:11][CH:10]=[CH:9][C:8]=2[N:7]=1.[OH-].[K+]. (2) Given the product [F:25][C:26]1[CH:27]=[CH:28][C:29]([C:30](/[N:32]=[C:33]2/[N:12]([C@H:13]3[CH2:14][CH2:15][C@@H:16]([C:19](=[O:20])[NH:21][CH:22]([CH3:24])[CH3:23])[CH2:17][CH2:18]3)[C:3]3[CH:4]=[C:5]([S:8]([CH3:11])(=[O:9])=[O:10])[N:6]=[CH:7][C:2]=3[NH:1]/2)=[O:31])=[CH:35][CH:36]=1, predict the reactants needed to synthesize it. The reactants are: [NH2:1][C:2]1[C:3]([NH:12][C@@H:13]2[CH2:18][CH2:17][C@H:16]([C:19]([NH:21][CH:22]([CH3:24])[CH3:23])=[O:20])[CH2:15][CH2:14]2)=[CH:4][C:5]([S:8]([CH3:11])(=[O:10])=[O:9])=[N:6][CH:7]=1.[F:25][C:26]1[CH:36]=[CH:35][C:29]([C:30]([N:32]=[C:33]=S)=[O:31])=[CH:28][CH:27]=1.CCN(C(C)C)C(C)C.C(Cl)CCl. (3) The reactants are: [CH3:1][N:2]([CH3:28])[C:3]([C:5]1[CH:6]=[C:7]([C:23]([O:25]CC)=[O:24])[C:8](=[O:22])[N:9]([C:12]2[CH:17]=[CH:16][CH:15]=[C:14]([C:18]([F:21])([F:20])[F:19])[CH:13]=2)[C:10]=1[CH3:11])=[O:4].[OH-].[Na+]. Given the product [CH3:28][N:2]([CH3:1])[C:3]([C:5]1[CH:6]=[C:7]([C:23]([OH:25])=[O:24])[C:8](=[O:22])[N:9]([C:12]2[CH:17]=[CH:16][CH:15]=[C:14]([C:18]([F:20])([F:19])[F:21])[CH:13]=2)[C:10]=1[CH3:11])=[O:4], predict the reactants needed to synthesize it.